From a dataset of Acute oral toxicity (LD50) regression data from Zhu et al.. Regression/Classification. Given a drug SMILES string, predict its toxicity properties. Task type varies by dataset: regression for continuous values (e.g., LD50, hERG inhibition percentage) or binary classification for toxic/non-toxic outcomes (e.g., AMES mutagenicity, cardiotoxicity, hepatotoxicity). Dataset: ld50_zhu. (1) The molecule is CC1=C(CC(=O)O)c2cc(F)ccc2C1=Cc1ccc(S(C)=O)cc1. The rat oral LD50 is 3.13, given as -log10 of the dose in mol/kg body weight (higher means more acutely toxic). (2) The drug is COP(=O)(OC)C(O)(C(F)F)C(F)F. The rat oral LD50 is 4.43, given as -log10 of the dose in mol/kg body weight (higher means more acutely toxic).